Task: Predict the product of the given reaction.. Dataset: Forward reaction prediction with 1.9M reactions from USPTO patents (1976-2016) (1) Given the reactants [CH:1]1([N:7]=[C:8]=[O:9])[CH2:6][CH2:5][CH2:4][CH2:3][CH2:2]1.[NH2:10][C:11]1[C:20]2[N:21]=[C:22]([CH2:29][CH2:30][CH2:31][CH3:32])[N:23]([CH2:24][CH2:25][CH2:26][CH2:27][NH2:28])[C:19]=2[C:18]2[N:17]=[CH:16][CH:15]=[CH:14][C:13]=2[N:12]=1, predict the reaction product. The product is: [NH2:10][C:11]1[C:20]2[N:21]=[C:22]([CH2:29][CH2:30][CH2:31][CH3:32])[N:23]([CH2:24][CH2:25][CH2:26][CH2:27][NH:28][C:8]([NH:7][CH:1]3[CH2:6][CH2:5][CH2:4][CH2:3][CH2:2]3)=[O:9])[C:19]=2[C:18]2[N:17]=[CH:16][CH:15]=[CH:14][C:13]=2[N:12]=1. (2) Given the reactants [Br-].[C:2]([P+](C1C=CC=CC=1)(C1C=CC=CC=1)C1C=CC=CC=1)([O:4][CH3:5])=[O:3].[O:25]1[CH2:30][CH2:29][C:28](=O)[CH2:27][CH2:26]1.[H-].[Na+].[CH2:34]1COCC1, predict the reaction product. The product is: [CH3:5][O:4][C:2](=[O:3])[CH:34]=[C:28]1[CH2:29][CH2:30][O:25][CH2:26][CH2:27]1. (3) Given the reactants [CH3:1][N:2]([CH3:19])[CH2:3]/[CH:4]=[CH:5]/[Sn](CCCC)(CCCC)CCCC.Br[C:21]1[CH:22]=[CH:23][C:24]([O:44][CH3:45])=[C:25]([C:27]([C:29]2[CH:34]=[CH:33][C:32]([NH:35][C:36]3[CH:41]=[CH:40][C:39]([F:42])=[CH:38][C:37]=3[F:43])=[CH:31][CH:30]=2)=[O:28])[CH:26]=1.C1C=CC(P(C2C=CC=CC=2)C2C=CC=CC=2)=CC=1, predict the reaction product. The product is: [F:43][C:37]1[CH:38]=[C:39]([F:42])[CH:40]=[CH:41][C:36]=1[NH:35][C:32]1[CH:31]=[CH:30][C:29]([C:27]([C:25]2[CH:26]=[C:21](/[CH:5]=[CH:4]/[CH2:3][N:2]([CH3:1])[CH3:19])[CH:22]=[CH:23][C:24]=2[O:44][CH3:45])=[O:28])=[CH:34][CH:33]=1. (4) Given the reactants [CH3:1][O:2][C:3]1[CH:4]=[C:5]([CH:11]=[C:12]([C:16]2[CH:21]=[CH:20][C:19]([O:22][C:23]3[CH:28]=[CH:27][C:26]([CH2:29][CH2:30][C:31](=[O:36])[NH:32][C:33]([NH2:35])=[O:34])=[CH:25][CH:24]=3)=[CH:18][CH:17]=2)[C:13]([OH:15])=[O:14])[CH:6]=[C:7]([O:9][CH3:10])[CH:8]=1.C([O-])([O-])=O.[K+].[K+].S(OCC)(O[CH2:47][CH3:48])(=O)=O.O, predict the reaction product. The product is: [CH2:47]([O:14][C:13](=[O:15])[C:12]([C:16]1[CH:17]=[CH:18][C:19]([O:22][C:23]2[CH:28]=[CH:27][C:26]([CH2:29][CH2:30][C:31](=[O:36])[NH:32][C:33]([NH2:35])=[O:34])=[CH:25][CH:24]=2)=[CH:20][CH:21]=1)=[CH:11][C:5]1[CH:4]=[C:3]([O:2][CH3:1])[CH:8]=[C:7]([O:9][CH3:10])[CH:6]=1)[CH3:48]. (5) Given the reactants [OH:1][C:2]1[CH:3]=[C:4]2[C:8](=[CH:9][CH:10]=1)[C:7](=[O:11])[CH2:6][CH2:5]2.I[CH2:13][CH2:14][CH2:15][CH2:16][CH2:17][CH2:18][CH2:19][CH3:20].C(=O)([O-])[O-].[K+].[K+], predict the reaction product. The product is: [CH2:13]([O:1][C:2]1[CH:3]=[C:4]2[C:8](=[CH:9][CH:10]=1)[C:7](=[O:11])[CH2:6][CH2:5]2)[CH2:14][CH2:15][CH2:16][CH2:17][CH2:18][CH2:19][CH3:20]. (6) Given the reactants [C:1]1([CH3:9])[CH:6]=[CH:5][C:4]([Mg]Br)=[CH:3][CH:2]=1.[Br:10][C:11]1[CH:12]=[C:13]2[C:18](=[CH:19][CH:20]=1)[C:17](=O)[CH2:16][CH2:15][C:14]2([CH3:23])[CH3:22].C1(C)C=CC(S(O)(=O)=O)=CC=1.O, predict the reaction product. The product is: [Br:10][C:11]1[CH:12]=[C:13]2[C:18]([C:17]([C:4]3[CH:5]=[CH:6][C:1]([CH3:9])=[CH:2][CH:3]=3)=[CH:16][CH2:15][C:14]2([CH3:23])[CH3:22])=[CH:19][CH:20]=1. (7) Given the reactants [Br-].[PH4+].C1([C:9](C2C=CC=CC=2)(C2C=CC=CC=2)[CH2:10][O:11][C:12](=[O:16])[CH2:13][CH2:14][CH3:15])C=CC=CC=1.[H-].[Na+].[CH3:31][C:32]1[CH:47]=[CH:46][CH:45]=[C:44]([CH3:48])[C:33]=1[CH2:34][O:35][C:36]1[CH:37]=[C:38]([CH:41]=[CH:42][CH:43]=1)[CH:39]=O.O, predict the reaction product. The product is: [CH2:10]([O:11][C:12](=[O:16])[CH2:13][CH2:14][CH:15]=[CH:39][C:38]1[CH:41]=[CH:42][CH:43]=[C:36]([O:35][CH2:34][C:33]2[C:32]([CH3:31])=[CH:47][CH:46]=[CH:45][C:44]=2[CH3:48])[CH:37]=1)[CH3:9]. (8) Given the reactants C([O:4][C:5]1[CH:6]=[CH:7][C:8]2[C:12]([C:13](=[O:29])[C:14]3[CH:19]=[CH:18][C:17]([O:20][CH2:21][CH2:22][N:23]4[CH2:28][CH2:27][CH2:26][CH2:25][CH2:24]4)=[CH:16][CH:15]=3)=[C:11]([C:30]3[CH:35]=[CH:34][C:33]([O:36]C(=O)C)=[CH:32][CH:31]=3)[S:10][C:9]=2[CH:40]=1)(=O)C.[OH-].[ClH:42], predict the reaction product. The product is: [CH:31]1[C:30]([C:11]2[S:10][C:9]3[CH:40]=[C:5]([OH:4])[CH:6]=[CH:7][C:8]=3[C:12]=2[C:13]([C:14]2[CH:15]=[CH:16][C:17]([O:20][CH2:21][CH2:22][N:23]3[CH2:28][CH2:27][CH2:26][CH2:25][CH2:24]3)=[CH:18][CH:19]=2)=[O:29])=[CH:35][CH:34]=[C:33]([OH:36])[CH:32]=1.[ClH:42].